This data is from Full USPTO retrosynthesis dataset with 1.9M reactions from patents (1976-2016). The task is: Predict the reactants needed to synthesize the given product. (1) Given the product [Cl:1][C:2]1[C:3]([C:21]2[N:25]3[CH:26]=[CH:27][CH:28]=[CH:29][C:24]3=[N:23][CH:22]=2)=[N:4][C:5]([NH:8][C:9]2[CH:14]=[CH:13][C:12]([CH2:15][C:16]([N:33]3[CH2:34][CH2:35][N:30]([CH2:36][CH2:37][OH:38])[CH2:31][CH2:32]3)=[O:18])=[CH:11][C:10]=2[O:19][CH3:20])=[N:6][CH:7]=1, predict the reactants needed to synthesize it. The reactants are: [Cl:1][C:2]1[C:3]([C:21]2[N:25]3[CH:26]=[CH:27][CH:28]=[CH:29][C:24]3=[N:23][CH:22]=2)=[N:4][C:5]([NH:8][C:9]2[CH:14]=[CH:13][C:12]([CH2:15][C:16]([OH:18])=O)=[CH:11][C:10]=2[O:19][CH3:20])=[N:6][CH:7]=1.[N:30]1([CH2:36][CH2:37][OH:38])[CH2:35][CH2:34][NH:33][CH2:32][CH2:31]1. (2) Given the product [C:9]([CH2:8][C:4]1[CH:3]=[C:2]([NH:1][C:21]([NH:20][C:14]2[CH:15]=[CH:16][CH:17]=[C:18]([Cl:19])[C:13]=2[Cl:12])=[O:22])[CH:7]=[CH:6][CH:5]=1)([OH:11])=[O:10], predict the reactants needed to synthesize it. The reactants are: [NH2:1][C:2]1[CH:3]=[C:4]([CH2:8][C:9]([OH:11])=[O:10])[CH:5]=[CH:6][CH:7]=1.[Cl:12][C:13]1[C:18]([Cl:19])=[CH:17][CH:16]=[CH:15][C:14]=1[N:20]=[C:21]=[O:22]. (3) Given the product [CH2:1]([O:5][CH2:6][CH2:7][O:8][C:9]1[CH:10]=[CH:11][C:12]([C:15]2[CH:16]=[CH:17][C:18]3[N:24]([CH2:25][CH:26]([CH3:27])[CH3:28])[CH2:23][CH2:22][C:21]([C:29]([NH:31][C:32]4[CH:33]=[CH:34][C:35]([S:38]([CH2:39][C:40]5[N:44]6[CH:45]=[CH:46][CH:47]=[CH:48][C:43]6=[N:42][CH:41]=5)=[O:58])=[CH:36][CH:37]=4)=[O:30])=[CH:20][C:19]=3[CH:49]=2)=[CH:13][CH:14]=1)[CH2:2][CH2:3][CH3:4], predict the reactants needed to synthesize it. The reactants are: [CH2:1]([O:5][CH2:6][CH2:7][O:8][C:9]1[CH:14]=[CH:13][C:12]([C:15]2[CH:16]=[CH:17][C:18]3[N:24]([CH2:25][CH:26]([CH3:28])[CH3:27])[CH2:23][CH2:22][C:21]([C:29]([NH:31][C:32]4[CH:37]=[CH:36][C:35]([S:38][CH2:39][C:40]5[N:44]6[CH:45]=[CH:46][CH:47]=[CH:48][C:43]6=[N:42][CH:41]=5)=[CH:34][CH:33]=4)=[O:30])=[CH:20][C:19]=3[CH:49]=2)=[CH:11][CH:10]=1)[CH2:2][CH2:3][CH3:4].ClC1C=CC=C(C(OO)=[O:58])C=1.S([O-])([O-])(=O)=S.[Na+].[Na+]. (4) Given the product [Cl:1][C:2]1[C:7]([C:8]([NH:10][C:11]2[CH:12]=[C:13]3[C:19]([O:20][CH2:21][CH3:22])=[N:18][NH:17][C:14]3=[N:15][CH:16]=2)=[O:9])=[C:6]([F:30])[C:5]([NH:31][S:32]([CH2:35][CH2:36][CH3:37])(=[O:34])=[O:33])=[CH:4][CH:3]=1, predict the reactants needed to synthesize it. The reactants are: [Cl:1][C:2]1[C:7]([C:8]([NH:10][C:11]2[CH:12]=[C:13]3[C:19]([O:20][CH2:21][CH3:22])=[N:18][N:17](C(OC(C)(C)C)=O)[C:14]3=[N:15][CH:16]=2)=[O:9])=[C:6]([F:30])[C:5]([NH:31][S:32]([CH2:35][CH2:36][CH3:37])(=[O:34])=[O:33])=[CH:4][CH:3]=1.C(O)(C(F)(F)F)=O. (5) Given the product [CH2:14]([O:13][CH2:12][N:7]1[C:6]2[CH:5]=[C:4]([Br:21])[CH:3]=[C:2]([NH:1][CH2:25][C:24]3[C:27]([CH3:31])=[CH:28][CH:29]=[CH:30][C:23]=3[CH3:22])[C:10]=2[N:9]=[C:8]1[CH3:11])[C:15]1[CH:16]=[CH:17][CH:18]=[CH:19][CH:20]=1, predict the reactants needed to synthesize it. The reactants are: [NH2:1][C:2]1[C:10]2[N:9]=[C:8]([CH3:11])[N:7]([CH2:12][O:13][CH2:14][C:15]3[CH:20]=[CH:19][CH:18]=[CH:17][CH:16]=3)[C:6]=2[CH:5]=[C:4]([Br:21])[CH:3]=1.[CH3:22][C:23]1[CH:30]=[CH:29][CH:28]=[C:27]([CH3:31])[C:24]=1[CH2:25]Cl.C(=O)([O-])[O-].[Na+].[Na+].[I-].[Na+]. (6) Given the product [CH3:14][C:13]1[N:1]([C:2]2[CH:7]=[C:6]([CH3:8])[C:5]([Br:9])=[C:4]([CH3:10])[N:3]=2)[C:16]([CH3:15])=[CH:11][CH:12]=1, predict the reactants needed to synthesize it. The reactants are: [NH2:1][C:2]1[CH:7]=[C:6]([CH3:8])[C:5]([Br:9])=[C:4]([CH3:10])[N:3]=1.[C:11]1(C)[CH:16]=[CH:15][C:14](S(O)(=O)=O)=[CH:13][CH:12]=1.O. (7) Given the product [CH3:17][C:18]1[CH:22]=[C:21]([CH3:23])[N:20]([C:2]2[N:7]=[C:6]([NH:8][C:9]3[CH:14]=[CH:13][C:12]([CH3:15])=[CH:11][CH:10]=3)[CH:5]=[C:4]([CH3:16])[N:3]=2)[N:19]=1, predict the reactants needed to synthesize it. The reactants are: Cl[C:2]1[N:7]=[C:6]([NH:8][C:9]2[CH:14]=[CH:13][C:12]([CH3:15])=[CH:11][CH:10]=2)[CH:5]=[C:4]([CH3:16])[N:3]=1.[CH3:17][C:18]1[CH:22]=[C:21]([CH3:23])[NH:20][N:19]=1.